From a dataset of Full USPTO retrosynthesis dataset with 1.9M reactions from patents (1976-2016). Predict the reactants needed to synthesize the given product. (1) The reactants are: [CH3:1][C:2]1([CH3:10])[O:7][C:6](=[O:8])[CH2:5][C:4](=[O:9])[O:3]1.[CH:11](OCC)(OCC)OCC.[CH3:21][O:22][C:23]1[CH:24]=[C:25]([NH2:31])[CH:26]=[C:27]([O:29][CH3:30])[CH:28]=1. Given the product [CH3:30][O:29][C:27]1[CH:26]=[C:25]([NH:31][CH:11]=[C:5]2[C:6](=[O:8])[O:7][C:2]([CH3:10])([CH3:1])[O:3][C:4]2=[O:9])[CH:24]=[C:23]([O:22][CH3:21])[CH:28]=1, predict the reactants needed to synthesize it. (2) Given the product [Cl:1][C:2]1[CH:7]=[C:6]([Cl:8])[CH:5]=[CH:4][C:3]=1[CH:9]1[CH:18]([C:19]([NH:46][O:45][CH2:44][C:43]2[CH:47]=[CH:48][CH:49]=[C:41]([OH:40])[CH:42]=2)=[O:20])[C:17]2[C:12](=[CH:13][CH:14]=[CH:15][CH:16]=2)[C:11](=[O:22])[N:10]1[CH:23]1[CH2:28][CH2:27][CH2:26][CH2:25][CH:24]1[NH:29][S:30]([CH3:33])(=[O:31])=[O:32], predict the reactants needed to synthesize it. The reactants are: [Cl:1][C:2]1[CH:7]=[C:6]([Cl:8])[CH:5]=[CH:4][C:3]=1[CH:9]1[CH:18]([C:19](O)=[O:20])[C:17]2[C:12](=[CH:13][CH:14]=[CH:15][CH:16]=2)[C:11](=[O:22])[N:10]1[CH:23]1[CH2:28][CH2:27][CH2:26][CH2:25][CH:24]1[NH:29][S:30]([CH3:33])(=[O:32])=[O:31].O1CCCCC1[O:40][C:41]1[CH:42]=[C:43]([CH:47]=[CH:48][CH:49]=1)[CH2:44][O:45][NH2:46].C1C=CC2N(O)N=NC=2C=1.CCN=C=NCCCN(C)C. (3) Given the product [OH:35][C@@:28]1([C:26]#[C:27][C:2]2[CH:3]=[C:4]([N:8]3[C:16]4[CH:15]=[C:14]([N:17]5[CH2:21][CH2:20][C@@H:19]([OH:22])[CH2:18]5)[N:13]=[CH:12][C:11]=4[C:10]([C:23]([NH2:25])=[O:24])=[N:9]3)[CH:5]=[CH:6][CH:7]=2)[CH2:32][CH2:31][N:30]([CH3:33])[C:29]1=[O:34], predict the reactants needed to synthesize it. The reactants are: Br[C:2]1[CH:3]=[C:4]([N:8]2[C:16]3[CH:15]=[C:14]([N:17]4[CH2:21][CH2:20][C@@H:19]([OH:22])[CH2:18]4)[N:13]=[CH:12][C:11]=3[C:10]([C:23]([NH2:25])=[O:24])=[N:9]2)[CH:5]=[CH:6][CH:7]=1.[C:26]([C@:28]1([OH:35])[CH2:32][CH2:31][N:30]([CH3:33])[C:29]1=[O:34])#[CH:27]. (4) The reactants are: [CH:1]1([C:4]2[CH:25]=[C:7]3[C:8]([C:14](=[O:24])[CH2:15][C:16]4[C:21](Cl)=[CH:20][N:19]=[CH:18][C:17]=4[Cl:23])=[CH:9][CH:10]=[C:11]([O:12][CH3:13])[N:6]3[N:5]=2)[CH2:3][CH2:2]1. Given the product [Cl:23][C:17]1[CH:18]=[N:19][CH:20]=[CH:21][C:16]=1[CH2:15][C:14]([C:8]1[C:7]2[N:6]([N:5]=[C:4]([CH:1]3[CH2:3][CH2:2]3)[CH:25]=2)[C:11]([O:12][CH3:13])=[CH:10][CH:9]=1)=[O:24], predict the reactants needed to synthesize it. (5) The reactants are: [Br:1][C:2]1[CH:7]=[CH:6][CH:5]=[CH:4][C:3]=1/[CH:8]=[CH:9]/[C:10]1[CH:15]=[C:14]([Cl:16])[CH:13]=[CH:12][C:11]=1[OH:17].[CH:18]([N-:21][CH:22](C)C)(C)[CH3:19].[Li+].CCCCCCC.C1COCC1.O. Given the product [CH3:22][N:21]1[CH2:18][CH2:19][C@@H:9]([C:10]2[CH:15]=[C:14]([Cl:16])[CH:13]=[CH:12][C:11]=2[OH:17])[C@@H:8]1[C:3]1[CH:4]=[CH:5][CH:6]=[CH:7][C:2]=1[Br:1], predict the reactants needed to synthesize it. (6) The reactants are: [Cl:1][C:2]1[N:7]=[C:6]([C:8]2[CH:13]=[CH:12][C:11]([Cl:14])=[CH:10][CH:9]=2)[C:5]([C:15]2[CH:20]=[CH:19][C:18]([Cl:21])=[CH:17][CH:16]=2)=[C:4]([NH:22][NH2:23])[N:3]=1.Cl[C:25](Cl)([O:27]C(=O)OC(Cl)(Cl)Cl)Cl. Given the product [Cl:1][C:2]1[N:3]2[C:25](=[O:27])[NH:23][N:22]=[C:4]2[C:5]([C:15]2[CH:20]=[CH:19][C:18]([Cl:21])=[CH:17][CH:16]=2)=[C:6]([C:8]2[CH:13]=[CH:12][C:11]([Cl:14])=[CH:10][CH:9]=2)[N:7]=1, predict the reactants needed to synthesize it. (7) The reactants are: [C:1]1([C:7]2[C:8]([C:16]3[CH:21]=[CH:20][C:19]([CH2:22][N:23]4[CH2:26][CH:25]([C:27]5[N:31]=[C:30]([C:32]6[CH:37]=[CH:36][CH:35]=[CH:34][N:33]=6)[NH:29][N:28]=5)[CH2:24]4)=[CH:18][CH:17]=3)=[N:9][C:10]3[N:11]([CH:13]=[CH:14][N:15]=3)[CH:12]=2)[CH:6]=[CH:5][CH:4]=[CH:3][CH:2]=1.[Br:38]N1C(=O)CCC1=O. Given the product [Br:38][C:13]1[N:11]2[CH:12]=[C:7]([C:1]3[CH:2]=[CH:3][CH:4]=[CH:5][CH:6]=3)[C:8]([C:16]3[CH:21]=[CH:20][C:19]([CH2:22][N:23]4[CH2:24][CH:25]([C:27]5[N:31]=[C:30]([C:32]6[CH:37]=[CH:36][CH:35]=[CH:34][N:33]=6)[NH:29][N:28]=5)[CH2:26]4)=[CH:18][CH:17]=3)=[N:9][C:10]2=[N:15][CH:14]=1, predict the reactants needed to synthesize it. (8) Given the product [CH3:12][S:9]([CH2:8][CH2:7][C:6]([NH:21][C:22]([O:24][CH3:25])=[O:23])([CH2:13][CH2:14][C:15]1[CH:20]=[CH:19][CH:18]=[CH:17][CH:16]=1)[C:5]([OH:26])=[O:4])(=[O:10])=[O:11], predict the reactants needed to synthesize it. The reactants are: [Li+].[OH-].C[O:4][C:5](=[O:26])[C:6]([NH:21][C:22]([O:24][CH3:25])=[O:23])([CH2:13][CH2:14][C:15]1[CH:20]=[CH:19][CH:18]=[CH:17][CH:16]=1)[CH2:7][CH2:8][S:9]([CH3:12])(=[O:11])=[O:10].